Dataset: Full USPTO retrosynthesis dataset with 1.9M reactions from patents (1976-2016). Task: Predict the reactants needed to synthesize the given product. (1) The reactants are: [CH2:1]([C:3]1[C:4]([OH:27])=[C:5]([C:23]([O:25][CH3:26])=[O:24])[C:6](=[O:22])[NH:7][C:8]=1[C:9]1[CH:17]=[CH:16][C:15]2[N:14]3[CH2:18][CH2:19][CH:20]([OH:21])[C:13]3=[CH:12][C:11]=2[CH:10]=1)[CH3:2]. Given the product [CH2:1]([C:3]1[C:4]([OH:27])=[C:5]([C:23]([O:25][CH3:26])=[O:24])[C:6](=[O:22])[NH:7][C:8]=1[C:9]1[CH:17]=[CH:16][C:15]2[N:14]3[CH2:18][CH2:19][C:20](=[O:21])[C:13]3=[CH:12][C:11]=2[CH:10]=1)[CH3:2], predict the reactants needed to synthesize it. (2) Given the product [Br:11][C:12]1[CH:13]=[C:14]([Cl:19])[C:15]([CH2:10][N+:7]([O-:9])=[O:8])=[N:16][CH:17]=1, predict the reactants needed to synthesize it. The reactants are: CC(C)([O-])C.[K+].[N+:7]([CH3:10])([O-:9])=[O:8].[Br:11][C:12]1[CH:13]=[C:14]([Cl:19])[C:15](Cl)=[N:16][CH:17]=1.[Cl-].[NH4+].